Dataset: Forward reaction prediction with 1.9M reactions from USPTO patents (1976-2016). Task: Predict the product of the given reaction. (1) Given the reactants C(OC(=O)[NH:7][CH2:8][C:9]1[CH:14]=[CH:13][C:12]([C:15]([N:17]2[CH2:26][CH2:25][C:24]3[N:23]=[C:22]([CH3:27])[O:21][C:20]=3[C:19]3[CH:28]=[CH:29][CH:30]=[CH:31][C:18]2=3)=[O:16])=[CH:11][C:10]=1[CH3:32])(C)(C)C.[ClH:34].O1CCOCC1, predict the reaction product. The product is: [ClH:34].[NH2:7][CH2:8][C:9]1[CH:14]=[CH:13][C:12]([C:15]([N:17]2[CH2:26][CH2:25][C:24]3[N:23]=[C:22]([CH3:27])[O:21][C:20]=3[C:19]3[CH:28]=[CH:29][CH:30]=[CH:31][C:18]2=3)=[O:16])=[CH:11][C:10]=1[CH3:32]. (2) Given the reactants [Cl:1][C:2]1[CH:3]=[C:4]2[C:9](=[CH:10][CH:11]=1)[N:8]=[CH:7][CH:6]=[C:5]2[CH2:12][N:13]1[C:21]([C:22]2[N:26]([CH3:27])[CH:25]=[C:24]([C:28]([OH:30])=O)[CH:23]=2)=[C:20]2[C:15]([N:16]([CH2:34][CH:35]([CH3:37])[CH3:36])[C:17](=[O:33])[N:18]([CH3:32])[C:19]2=[O:31])=[N:14]1.N.[C:39](P(=O)(OCC)OCC)#[N:40], predict the reaction product. The product is: [Cl:1][C:2]1[CH:3]=[C:4]2[C:9](=[CH:10][CH:11]=1)[N:8]=[CH:7][CH:6]=[C:5]2[CH2:12][N:13]1[C:21]([C:22]2[N:26]([CH3:27])[CH:25]=[C:24]([C:28]([NH:40][CH3:39])=[O:30])[CH:23]=2)=[C:20]2[C:15]([N:16]([CH2:34][CH:35]([CH3:36])[CH3:37])[C:17](=[O:33])[N:18]([CH3:32])[C:19]2=[O:31])=[N:14]1. (3) The product is: [CH3:22][O:21][C:16]1[CH:17]=[CH:18][CH:19]=[CH:20][C:15]=1[CH2:14][CH2:13][C:10]1[S:9][C:8]([NH2:7])=[N:12][CH:11]=1.[F:32][C:33]([F:38])([F:37])[C:34]([OH:36])=[O:35]. Given the reactants C(OC(=O)[NH:7][C:8]1[S:9][C:10]([CH:13](O)[CH2:14][C:15]2[CH:20]=[CH:19][CH:18]=[CH:17][C:16]=2[O:21][CH3:22])=[CH:11][N:12]=1)(C)(C)C.C([SiH](CC)CC)C.[F:32][C:33]([F:38])([F:37])[C:34]([OH:36])=[O:35], predict the reaction product. (4) Given the reactants C([N:8]1[CH2:16][CH:15]2[CH:10]([C:11](=[O:28])[N:12]([C:17]3[CH:22]=[CH:21][C:20]([O:23][C:24]([F:27])([F:26])[F:25])=[CH:19][CH:18]=3)[CH2:13][CH2:14]2)[CH2:9]1)C1C=CC=CC=1.[C:37](O[C:37]([O:39][C:40]([CH3:43])([CH3:42])[CH3:41])=[O:38])([O:39][C:40]([CH3:43])([CH3:42])[CH3:41])=[O:38], predict the reaction product. The product is: [C:40]([O:39][C:37]([N:8]1[CH2:16][CH:15]2[CH:10]([C:11](=[O:28])[N:12]([C:17]3[CH:22]=[CH:21][C:20]([O:23][C:24]([F:27])([F:26])[F:25])=[CH:19][CH:18]=3)[CH2:13][CH2:14]2)[CH2:9]1)=[O:38])([CH3:41])([CH3:42])[CH3:43]. (5) The product is: [ClH:7].[CH3:1][N:2]1[C:9]([CH3:10])=[C:8]([CH3:12])[S:6][C:3]1=[N:4][NH2:5]. Given the reactants [CH3:1][NH:2][C:3](=[S:6])[NH:4][NH2:5].[Cl:7][CH:8]([CH3:12])[C:9](=O)[CH3:10], predict the reaction product. (6) Given the reactants Br[Mg][C:3]1[CH:8]=[CH:7][C:6]([C:9]([CH3:12])([CH3:11])[CH3:10])=[CH:5][CH:4]=1.[F:13][C:14]1[CH:19]=[CH:18][C:17]([C:20]2[C:29]([CH:30]=[O:31])=[C:28]([CH:32]([CH3:34])[CH3:33])[CH:27]=[C:26]3[C:21]=2[C:22](=[O:37])[CH2:23][C:24]([CH3:36])([CH3:35])[O:25]3)=[CH:16][CH:15]=1.C(=O)(O)[O-].[Na+], predict the reaction product. The product is: [C:9]([C:6]1[CH:7]=[CH:8][C:3]([CH:30]([OH:31])[C:29]2[C:20]([C:17]3[CH:16]=[CH:15][C:14]([F:13])=[CH:19][CH:18]=3)=[C:21]3[C:26](=[CH:27][C:28]=2[CH:32]([CH3:34])[CH3:33])[O:25][C:24]([CH3:35])([CH3:36])[CH2:23][C:22]3=[O:37])=[CH:4][CH:5]=1)([CH3:12])([CH3:11])[CH3:10]. (7) Given the reactants [C:1]([O:5][C:6]([NH:8][C@H:9]1[CH2:27][C:26]2[CH:28]=[C:22]([CH:23]=[CH:24][C:25]=2[OH:29])[C:21]2=[CH:30][C:17](=[C:18]([OH:31])[CH:19]=[CH:20]2)[CH2:16][C@@H:15]([C:32](O)=[O:33])[N:14]([CH3:35])[C:13](=[O:36])[C@H:12]([CH2:37][C@@H:38]([OH:48])[CH2:39][NH:40][C:41]([O:43][C:44]([CH3:47])([CH3:46])[CH3:45])=[O:42])[NH:11][C:10]1=[O:49])=[O:7])([CH3:4])([CH3:3])[CH3:2].[NH2:50][CH:51]1[CH2:56][CH2:55][N:54]([C:57]([O:59][C:60]([CH3:63])([CH3:62])[CH3:61])=[O:58])[CH2:53][CH2:52]1.CCN(C(C)C)C(C)C.CN(C(ON1N=NC2C=CC=NC1=2)=[N+](C)C)C.F[P-](F)(F)(F)(F)F, predict the reaction product. The product is: [C:1]([O:5][C:6]([NH:8][C@H:9]1[CH2:27][C:26]2[CH:28]=[C:22]([CH:23]=[CH:24][C:25]=2[OH:29])[C:21]2=[CH:30][C:17](=[C:18]([OH:31])[CH:19]=[CH:20]2)[CH2:16][C@@H:15]([C:32]([NH:50][CH:51]2[CH2:52][CH2:53][N:54]([C:57]([O:59][C:60]([CH3:63])([CH3:62])[CH3:61])=[O:58])[CH2:55][CH2:56]2)=[O:33])[N:14]([CH3:35])[C:13](=[O:36])[C@H:12]([CH2:37][C@@H:38]([OH:48])[CH2:39][NH:40][C:41]([O:43][C:44]([CH3:47])([CH3:46])[CH3:45])=[O:42])[NH:11][C:10]1=[O:49])=[O:7])([CH3:2])([CH3:4])[CH3:3].